This data is from Experimentally validated miRNA-target interactions with 360,000+ pairs, plus equal number of negative samples. The task is: Binary Classification. Given a miRNA mature sequence and a target amino acid sequence, predict their likelihood of interaction. (1) The miRNA is mmu-miR-882 with sequence AGGAGAGAGUUAGCGCAUUAGU. The protein sequence of the target gene is MMVVCAAAAVRFLAVFTMMALCSLPLLGASATLNSVLINSNAIKNLPPPLGGAGGQPGSAVSVAPGVLYEGGNKYQTLDNYQPYPCAEDEECGSDEYCSSPSRGAAGVGGVQICLACRKRRKRCMRHAMCCPGNYCKNGICMPSDHSHFPRGEIEESIIENLGNDHNAAAGDGYPRRTTLTSKIYHTKGQEGSVCLRSSDCAAGLCCARHFWSKICKPVLKEGQVCTKHKRKGSHGLEIFQRCYCGEGLACRIQKDHHQASNSSRLHTCQRH. Result: 1 (interaction). (2) The miRNA is hsa-miR-514b-3p with sequence AUUGACACCUCUGUGAGUGGA. The protein sequence of the target gene is MAGEQKPSSNLLEQFILLAKGTSGSALTALISQVLEAPGVYVFGELLELANVQELAEGANAAYLQLLNLFAYGTYPDYIANKESLPELSTAQQNKLKHLTIVSLASRMKCIPYSVLLKDLEMRNLRELEDLIIEAVYTDIIQGKLDQRNQLLEVDFCIGRDIRKKDINNIVKTLHEWCDGCEAVLLGIEQQVLRANQYKENHNRTQQQVEAEVTNIKKTLKATASSSAQEMEQQLAERECPPHAEQRQPTKKMSKVKGLVSSRH. Result: 1 (interaction). (3) The miRNA is mmu-miR-3089-3p with sequence AGCAUCUGCUGAUCCUGAGCUGU. The protein sequence of the target gene is MAAASPVCGSQASAVGASSPPAPAPAPAAGLGRCRMALLLAVALDVAGMAALLTGVFAQLQVRGRDFGDLLIYSGALLVFLSLLGWILWYTGNIEISRQELERDYGLRPSAIARLARKLSRRWSAPATASPRTTAGLRSARRANRAPQPSSSGSRRVRLQLATLEAGSVAAGTGSE. Result: 0 (no interaction). (4) The miRNA is hsa-miR-6739-5p with sequence UGGGAAAGAGAAAGAACAAGUA. The protein sequence of the target gene is MRTLLTILTVGSLAAHAPEDPSDLLQHVKFQSSNFENILTWDSGPEGTPDTVYSIEYKTYGERDWVAKKGCQRITRKSCNLTVETGNLTELYYARVTAVSAGGRSATKMTDRFSSLQHTTLKPPDVTCISKVRSIQMIVHPTPTPIRAGDGHRLTLEDIFHDLFYHLELQVNRTYQMHLGGKQREYEFFGLTPDTEFLGTIMICVPTWAKESAPYMCRVKTLPDRTWTYSFSGAFLFSMGFLVAVLCYLSYRYVTKPPAPPNSLNVQRVLTFQPLRFIQEHVLIPVFDLSGPSSLAQPVQ.... Result: 0 (no interaction). (5) The miRNA is ath-miR408-3p with sequence AUGCACUGCCUCUUCCCUGGC. The protein sequence of the target gene is MAAGFKTVEPLEYYRRFLKENCRPDGRELGEFRTTTVNIGSISTADGSALVKLGNTTVICGVKAEFAAPSTDAPDKGYVVPNVDLPPLCSSRFRSGPPGEEAQVASQFIADVIENSQIIQKEDLCISPGKLVWVLYCDLICLDYDGNILDACTFALLAALKNVQLPEVTINEETALAEVNLKKKSYLNIRTHPVATSFAVFDDTLLIVDPTGEEEHLATGTLTIVMDEEGKLCCLHKPGGSGLTGAKLQDCMSRAVTRHKEVKKLMDEVIKSMKPK. Result: 0 (no interaction).